Dataset: Forward reaction prediction with 1.9M reactions from USPTO patents (1976-2016). Task: Predict the product of the given reaction. Given the reactants [CH3:1][N:2]([CH3:45])[C:3]([NH:5][C:6]1[CH:11]=[CH:10][C:9]([C:12]2[C:16]([C:17]3[CH:22]=[CH:21][N:20]=[C:19]4[NH:23][C:24]([C:26]5[CH:31]=[CH:30][CH:29]=[C:28]([CH2:32][OH:33])[CH:27]=5)=[CH:25][C:18]=34)=[CH:15][N:14]([CH2:34][CH2:35][N:36]([CH3:44])[C:37](=[O:43])[O:38][C:39]([CH3:42])([CH3:41])[CH3:40])[N:13]=2)=[CH:8][CH:7]=1)=[O:4], predict the reaction product. The product is: [CH3:45][N:2]([CH3:1])[C:3]([NH:5][C:6]1[CH:11]=[CH:10][C:9]([C:12]2[C:16]([C:17]3[CH:22]=[CH:21][N:20]=[C:19]4[NH:23][C:24]([C:26]5[CH:31]=[CH:30][CH:29]=[C:28]([CH:32]=[O:33])[CH:27]=5)=[CH:25][C:18]=34)=[CH:15][N:14]([CH2:34][CH2:35][N:36]([CH3:44])[C:37](=[O:43])[O:38][C:39]([CH3:40])([CH3:41])[CH3:42])[N:13]=2)=[CH:8][CH:7]=1)=[O:4].